Dataset: Catalyst prediction with 721,799 reactions and 888 catalyst types from USPTO. Task: Predict which catalyst facilitates the given reaction. (1) Reactant: [Cl:1][C:2]1[CH:7]=[CH:6][C:5]([C:8]2[C:17](=[O:18])[C:16]3[C:11](=[C:12]([OH:22])[C:13]([NH:19][CH:20]=[O:21])=[CH:14][CH:15]=3)[O:10][C:9]=2[CH:23]([CH3:25])[CH3:24])=[CH:4][CH:3]=1.C(=O)([O-])[O-].[Cs+].[Cs+].Br[CH2:33][CH2:34][CH2:35]Br. Product: [Cl:1][C:2]1[CH:3]=[CH:4][C:5]([C:8]2[C:17](=[O:18])[C:16]3[CH:15]=[CH:14][C:13]4[N:19]([CH:20]=[O:21])[CH2:35][CH2:34][CH2:33][O:22][C:12]=4[C:11]=3[O:10][C:9]=2[CH:23]([CH3:25])[CH3:24])=[CH:6][CH:7]=1. The catalyst class is: 9. (2) Reactant: [F:1][C:2]1[CH:11]=[C:10]([F:12])[CH:9]=[C:8]2[C:3]=1[C:4]([NH:20][C:21]1[C:26](I)=[CH:25][N:24]=[C:23]([N:28]3[CH2:33][CH2:32][O:31][CH2:30][CH2:29]3)[CH:22]=1)=[C:5]([CH3:19])[C:6]([C:13]1[CH:18]=[CH:17][CH:16]=[CH:15][N:14]=1)=[N:7]2.[F:34][CH:35]([F:46])[O:36][C:37]1[N:42]=[CH:41][C:40](B(O)O)=[CH:39][CH:38]=1.C1(P(C2CCCCC2)C2CCCCC2)CCCCC1.[O-]P([O-])([O-])=O.[K+].[K+].[K+]. Product: [F:34][CH:35]([F:46])[O:36][C:37]1[N:42]=[CH:41][C:40]([C:26]2[CH:25]=[N:24][C:23]([N:28]3[CH2:33][CH2:32][O:31][CH2:30][CH2:29]3)=[CH:22][C:21]=2[NH:20][C:4]2[C:3]3[C:8](=[CH:9][C:10]([F:12])=[CH:11][C:2]=3[F:1])[N:7]=[C:6]([C:13]3[CH:18]=[CH:17][CH:16]=[CH:15][N:14]=3)[C:5]=2[CH3:19])=[CH:39][CH:38]=1. The catalyst class is: 552.